From a dataset of Full USPTO retrosynthesis dataset with 1.9M reactions from patents (1976-2016). Predict the reactants needed to synthesize the given product. (1) Given the product [CH2:24]1[C:25]2[C:30](=[CH:29][CH:28]=[CH:27][CH:26]=2)[CH2:31][N:23]1[C:21](=[O:22])[CH2:20][CH2:19][CH2:18][CH2:17][CH2:16][N:12]1[CH2:11][CH2:10][N:9]([C:3]2[CH:4]=[CH:5][CH:6]=[C:7]([CH3:8])[C:2]=2[CH3:1])[CH2:14][CH2:13]1, predict the reactants needed to synthesize it. The reactants are: [CH3:1][C:2]1[C:7]([CH3:8])=[CH:6][CH:5]=[CH:4][C:3]=1[N:9]1[CH2:14][CH2:13][NH:12][CH2:11][CH2:10]1.Br[CH2:16][CH2:17][CH2:18][CH2:19][CH2:20][C:21]([N:23]1[CH2:31][C:30]2[C:25](=[CH:26][CH:27]=[CH:28][CH:29]=2)[CH2:24]1)=[O:22]. (2) The reactants are: [CH3:1][C:2]1[CH:16]=[CH:15][CH:14]=[CH:13][C:3]=1[C:4]([NH:6][C@@H:7]1[CH2:12][CH2:11][CH2:10][NH:9][CH2:8]1)=[O:5].[CH:17]1[CH:22]=[CH:21][C:20]([CH2:23]Br)=[CH:19][CH:18]=1. Given the product [CH2:23]([N:9]1[CH2:10][CH2:11][CH2:12][C@@H:7]([NH:6][C:4](=[O:5])[C:3]2[CH:13]=[CH:14][CH:15]=[CH:16][C:2]=2[CH3:1])[CH2:8]1)[C:20]1[CH:21]=[CH:22][CH:17]=[CH:18][CH:19]=1, predict the reactants needed to synthesize it. (3) Given the product [C:23]([CH2:25][C:26]([NH:1][C:2]1[CH:6]=[CH:5][N:4]([C:7]2[CH:8]=[CH:9][C:10]([C:13]([O:15][CH2:16][CH3:17])=[O:14])=[CH:11][CH:12]=2)[C:3]=1[C:18]([O:20][CH2:21][CH3:22])=[O:19])=[O:27])#[N:24], predict the reactants needed to synthesize it. The reactants are: [NH2:1][C:2]1[CH:6]=[CH:5][N:4]([C:7]2[CH:12]=[CH:11][C:10]([C:13]([O:15][CH2:16][CH3:17])=[O:14])=[CH:9][CH:8]=2)[C:3]=1[C:18]([O:20][CH2:21][CH3:22])=[O:19].[C:23]([CH2:25][C:26](O)=[O:27])#[N:24].C1CCC(N=C=NC2CCCCC2)CC1.